Task: Predict the product of the given reaction.. Dataset: Forward reaction prediction with 1.9M reactions from USPTO patents (1976-2016) Given the reactants [NH:1]1[CH2:6][CH2:5][C:4]2([O:11][C:10]3[C:12]4[C:17]([C:18](=[O:21])[C:19](=[O:20])[C:9]=3[S:8][CH2:7]2)=[CH:16][CH:15]=[CH:14][CH:13]=4)[CH2:3][CH2:2]1.[CH2:22]([CH:29]1[CH2:31][O:30]1)[C:23]1[CH:28]=[CH:27][CH:26]=[CH:25][CH:24]=1, predict the reaction product. The product is: [OH:30][CH:29]([CH2:22][C:23]1[CH:28]=[CH:27][CH:26]=[CH:25][CH:24]=1)[CH2:31][N:1]1[CH2:2][CH2:3][C:4]2([O:11][C:10]3[C:12]4[C:17]([C:18](=[O:21])[C:19](=[O:20])[C:9]=3[S:8][CH2:7]2)=[CH:16][CH:15]=[CH:14][CH:13]=4)[CH2:5][CH2:6]1.